Dataset: Full USPTO retrosynthesis dataset with 1.9M reactions from patents (1976-2016). Task: Predict the reactants needed to synthesize the given product. Given the product [C:1]([O:5][C:6](=[O:17])[NH:7][C@H:8]1[CH2:13][CH2:12][C@H:11]([CH2:14][CH2:15][NH:35][C@H:32]2[CH2:33][CH2:34][C:29]3[N:28]=[C:27]([NH2:36])[S:26][C:30]=3[CH2:31]2)[CH2:10][CH2:9]1)([CH3:4])([CH3:3])[CH3:2], predict the reactants needed to synthesize it. The reactants are: [C:1]([O:5][C:6](=[O:17])[NH:7][C@H:8]1[CH2:13][CH2:12][C@H:11]([CH2:14][CH2:15]Br)[CH2:10][CH2:9]1)([CH3:4])([CH3:3])[CH3:2].C(=O)([O-])[O-].[Cs+].[Cs+].[I-].[Na+].[S:26]1[C:30]2[CH2:31][C@@H:32]([NH2:35])[CH2:33][CH2:34][C:29]=2[N:28]=[C:27]1[NH2:36].